Dataset: Full USPTO retrosynthesis dataset with 1.9M reactions from patents (1976-2016). Task: Predict the reactants needed to synthesize the given product. (1) Given the product [CH3:20][Si:19]([CH3:22])([CH3:21])[CH2:18][CH2:17][O:16][CH2:15][N:12]1[C:8]2[N:9]=[CH:10][N:11]=[C:6]([C:4]3[CH:5]=[N:1][N:2]([CH:29]([CH3:30])[CH2:28][C:27]#[N:26])[CH:3]=3)[C:7]=2[CH:14]=[CH:13]1, predict the reactants needed to synthesize it. The reactants are: [NH:1]1[CH:5]=[C:4]([C:6]2[C:7]3[CH:14]=[CH:13][N:12]([CH2:15][O:16][CH2:17][CH2:18][Si:19]([CH3:22])([CH3:21])[CH3:20])[C:8]=3[N:9]=[CH:10][N:11]=2)[CH:3]=[N:2]1.C(#N)C.[N:26]12CCCN=C1C[CH2:30][CH2:29][CH2:28][CH2:27]2. (2) Given the product [O:27]=[C:25]([N:60]1[CH2:59][CH2:58][CH:57]([O:56][C:55]2[CH:63]=[CH:64][CH:65]=[C:53]([C:52]([F:51])([F:66])[F:67])[CH:54]=2)[CH2:62][CH2:61]1)[CH2:24][NH:23][C:21]([C:18]1[CH:17]=[C:16]([C:10]2[CH:11]=[CH:12][CH:13]=[CH:14][CH:15]=2)[O:20][N:19]=1)=[O:22], predict the reactants needed to synthesize it. The reactants are: CCN(C(C)C)C(C)C.[C:10]1([C:16]2[O:20][N:19]=[C:18]([C:21]([NH:23][CH2:24][C:25]([OH:27])=O)=[O:22])[CH:17]=2)[CH:15]=[CH:14][CH:13]=[CH:12][CH:11]=1.C1C=CC2N(O)N=NC=2C=1.CCN=C=NCCCN(C)C.Cl.Cl.[F:51][C:52]([F:67])([F:66])[C:53]1[CH:54]=[C:55]([CH:63]=[CH:64][CH:65]=1)[O:56][CH:57]1[CH2:62][CH2:61][NH:60][CH2:59][CH2:58]1.Cl.ClC1C=CC=CC=1OC1CCNCC1. (3) Given the product [F:1][C:2]1[CH:10]=[C:9]([N+:11]([O-:13])=[O:12])[CH:8]=[CH:7][C:3]=1[C:4]([NH:28][CH:25]([CH3:27])[CH3:26])=[O:6], predict the reactants needed to synthesize it. The reactants are: [F:1][C:2]1[CH:10]=[C:9]([N+:11]([O-:13])=[O:12])[CH:8]=[CH:7][C:3]=1[C:4]([OH:6])=O.CN(C=O)C.C(Cl)(=O)C(Cl)=O.[CH:25]([NH2:28])([CH3:27])[CH3:26]. (4) Given the product [Cl:27][C:24]1[CH:25]=[CH:26][C:11]([NH:10][C:37]([C:33]2[C:32]3[O:28][CH2:29][CH2:30][C:31]=3[CH:36]=[CH:35][CH:34]=2)=[O:38])=[C:12]([C:13]([NH:15][CH2:16][CH:17]2[CH2:22][CH2:21][CH2:20][CH2:19][CH2:18]2)=[O:14])[CH:23]=1, predict the reactants needed to synthesize it. The reactants are: C(N(C(C)C)CC)(C)C.[NH2:10][C:11]1[CH:26]=[CH:25][C:24]([Cl:27])=[CH:23][C:12]=1[C:13]([NH:15][CH2:16][CH:17]1[CH2:22][CH2:21][CH2:20][CH2:19][CH2:18]1)=[O:14].[O:28]1[C:32]2[C:33]([C:37](O)=[O:38])=[CH:34][CH:35]=[CH:36][C:31]=2[CH2:30][CH2:29]1.CN(C(ON1N=NC2C=CC=NC1=2)=[N+](C)C)C.F[P-](F)(F)(F)(F)F. (5) The reactants are: [CH:1]1([NH:4][C:5]([NH:7][C:8]2[CH:13]=[CH:12][C:11]([C:14]3[C:15]4[CH2:29][NH:28][CH2:27][C:16]=4[N:17]=[C:18]([N:20]4[CH2:25][CH2:24][O:23][CH2:22][C@@H:21]4[CH3:26])[N:19]=3)=[CH:10][CH:9]=2)=[O:6])[CH2:3][CH2:2]1.CCN(CC)CC.[Br:37][CH2:38][C:39](Br)=[O:40]. Given the product [Br:37][CH2:38][C:39]([N:28]1[CH2:29][C:15]2[C:14]([C:11]3[CH:12]=[CH:13][C:8]([NH:7][C:5]([NH:4][CH:1]4[CH2:3][CH2:2]4)=[O:6])=[CH:9][CH:10]=3)=[N:19][C:18]([N:20]3[CH2:25][CH2:24][O:23][CH2:22][C@@H:21]3[CH3:26])=[N:17][C:16]=2[CH2:27]1)=[O:40], predict the reactants needed to synthesize it. (6) Given the product [CH3:1][C:2]1[CH:7]=[C:6]([C:8]2[CH:13]=[CH:12][C:11]([C:14]([F:17])([F:16])[F:15])=[CH:10][CH:9]=2)[C:5]([C:18]([NH:21][C:22]2[CH:23]=[CH:24][C:25]([C:28](=[O:37])[CH2:29][CH2:30][C:31]3[CH:36]=[CH:35][CH:34]=[CH:33][N:32]=3)=[CH:26][CH:27]=2)=[O:19])=[CH:4][CH:3]=1, predict the reactants needed to synthesize it. The reactants are: [CH3:1][C:2]1[CH:7]=[C:6]([C:8]2[CH:13]=[CH:12][C:11]([C:14]([F:17])([F:16])[F:15])=[CH:10][CH:9]=2)[C:5]([C:18](Cl)=[O:19])=[CH:4][CH:3]=1.[NH2:21][C:22]1[CH:27]=[CH:26][C:25]([C:28](=[O:37])[CH2:29][CH2:30][C:31]2[CH:36]=[CH:35][CH:34]=[CH:33][N:32]=2)=[CH:24][CH:23]=1.C(N(CC)CC)C.C(OCC)(=O)C. (7) Given the product [Br:13][C:10]1[C:9]2[C:4](=[CH:5][C:6]([F:15])=[CH:7][C:8]=2[F:14])[N:3]=[C:2]([N:16]2[CH2:21][CH2:20][CH2:19][CH2:18][C:17]2=[O:22])[C:11]=1[CH3:12], predict the reactants needed to synthesize it. The reactants are: Br[C:2]1[C:11]([CH3:12])=[C:10]([Br:13])[C:9]2[C:4](=[CH:5][C:6]([F:15])=[CH:7][C:8]=2[F:14])[N:3]=1.[NH:16]1[CH2:21][CH2:20][CH2:19][CH2:18][C:17]1=[O:22].CN[C@H]1CCCC[C@@H]1NC.[O-]P([O-])([O-])=O.[K+].[K+].[K+]. (8) Given the product [CH2:1]([O:4][C:5]1[CH:10]=[CH:9][C:8]([CH2:11][Br:15])=[CH:7][C:6]=1[Cl:13])[CH:2]=[CH2:3], predict the reactants needed to synthesize it. The reactants are: [CH2:1]([O:4][C:5]1[CH:10]=[CH:9][C:8]([CH2:11]O)=[CH:7][C:6]=1[Cl:13])[CH:2]=[CH2:3].P(Br)(Br)[Br:15]. (9) Given the product [CH3:1][O:2][C:3]1[CH:12]=[CH:11][C:10]2[C:5](=[CH:6][CH:7]=[C:8]([C:13]3[CH:18]=[CH:17][CH:16]=[C:15]([O:19][CH3:20])[CH:14]=3)[CH:9]=2)[C:4]=1[C:21]([N:28]1[CH2:33][CH2:32][O:31][CH2:30][CH2:29]1)=[O:23], predict the reactants needed to synthesize it. The reactants are: [CH3:1][O:2][C:3]1[CH:12]=[CH:11][C:10]2[C:5](=[CH:6][CH:7]=[C:8]([C:13]3[CH:18]=[CH:17][CH:16]=[C:15]([O:19][CH3:20])[CH:14]=3)[CH:9]=2)[C:4]=1[C:21]([OH:23])=O.S(Cl)(Cl)=O.[NH:28]1[CH2:33][CH2:32][O:31][CH2:30][CH2:29]1.